From a dataset of Full USPTO retrosynthesis dataset with 1.9M reactions from patents (1976-2016). Predict the reactants needed to synthesize the given product. (1) Given the product [OH:3][NH:2][C:20]([C:15]1[C:14]2[CH:13]=[CH:12][NH:11][C:10](=[O:9])[C:19]=2[CH:18]=[CH:17][CH:16]=1)=[NH:21], predict the reactants needed to synthesize it. The reactants are: Cl.[NH2:2][OH:3].C(=O)(O)[O-].[Na+].[O:9]=[C:10]1[C:19]2[CH:18]=[CH:17][CH:16]=[C:15]([C:20]#[N:21])[C:14]=2[CH:13]=[CH:12][NH:11]1. (2) The reactants are: [CH3:1][O:2][C:3]1[CH:4]=[C:5]([S:9](Cl)(=[O:11])=[O:10])[CH:6]=[CH:7][CH:8]=1.[Cl:13][C:14]1[CH:26]=[N:25][C:17]2[NH:18][C:19]3[CH2:24][CH2:23][NH:22][CH2:21][C:20]=3[C:16]=2[CH:15]=1.O. Given the product [Cl:13][C:14]1[CH:26]=[N:25][C:17]2[NH:18][C:19]3[CH2:24][CH2:23][N:22]([S:9]([C:5]4[CH:6]=[CH:7][CH:8]=[C:3]([O:2][CH3:1])[CH:4]=4)(=[O:11])=[O:10])[CH2:21][C:20]=3[C:16]=2[CH:15]=1, predict the reactants needed to synthesize it. (3) Given the product [CH3:23][NH:22][C:20]([C:16]1[CH:15]=[C:14]([O:13][C:11]2[CH:10]=[CH:9][C:7]3[N:8]=[C:4]([NH:24][C@H:25]4[C:33]5[C:28](=[CH:29][CH:30]=[CH:31][CH:32]=5)[CH2:27][C@H:26]4[OH:34])[O:5][C:6]=3[CH:12]=2)[CH:19]=[CH:18][N:17]=1)=[O:21], predict the reactants needed to synthesize it. The reactants are: CS([C:4]1[O:5][C:6]2[CH:12]=[C:11]([O:13][C:14]3[CH:19]=[CH:18][N:17]=[C:16]([C:20]([NH:22][CH3:23])=[O:21])[CH:15]=3)[CH:10]=[CH:9][C:7]=2[N:8]=1)=O.[NH2:24][C@H:25]1[C:33]2[C:28](=[CH:29][CH:30]=[CH:31][CH:32]=2)[CH2:27][C@H:26]1[OH:34]. (4) Given the product [OH:28][C:2]1[N:7]=[N:6][C:5]([NH:8][CH2:9][CH:10]2[CH2:15][CH2:14][N:13]([C:16]([O:18][CH2:19][C:20]3[CH:25]=[CH:24][CH:23]=[CH:22][CH:21]=3)=[O:17])[CH2:12][CH2:11]2)=[CH:4][CH:3]=1, predict the reactants needed to synthesize it. The reactants are: Cl[C:2]1[N:7]=[N:6][C:5]([NH:8][CH2:9][CH:10]2[CH2:15][CH2:14][N:13]([C:16]([O:18][CH2:19][C:20]3[CH:25]=[CH:24][CH:23]=[CH:22][CH:21]=3)=[O:17])[CH2:12][CH2:11]2)=[CH:4][CH:3]=1.C([O-])(=[O:28])C.[Na+]. (5) Given the product [C:28]([O:32][C:33](=[O:34])[NH:35][C:36]12[CH2:43][CH2:42][C:39]([C:44](=[O:46])[NH:48][CH2:47][C:18]3[N:19]=[C:14]4[CH:13]=[CH:12][N:11]([S:1]([C:4]5[CH:5]=[CH:6][C:7]([CH3:8])=[CH:9][CH:10]=5)(=[O:3])=[O:2])[C:15]4=[N:16][CH:17]=3)([CH2:40][CH2:41]1)[CH2:38][CH2:37]2)([CH3:31])([CH3:30])[CH3:29], predict the reactants needed to synthesize it. The reactants are: [S:1]([N:11]1[C:15]2=[N:16][CH:17]=[C:18](C=O)[N:19]=[C:14]2[CH:13]=[CH:12]1)([C:4]1[CH:10]=[CH:9][C:7]([CH3:8])=[CH:6][CH:5]=1)(=[O:3])=[O:2].NO.CC(O)=O.[C:28]([O:32][C:33]([NH:35][C:36]12[CH2:43][CH2:42][C:39]([C:44]([OH:46])=O)([CH2:40][CH2:41]1)[CH2:38][CH2:37]2)=[O:34])([CH3:31])([CH3:30])[CH3:29].[CH3:47][N:48](C(ON1N=NC2C=CC=NC1=2)=[N+](C)C)C.F[P-](F)(F)(F)(F)F.